This data is from Full USPTO retrosynthesis dataset with 1.9M reactions from patents (1976-2016). The task is: Predict the reactants needed to synthesize the given product. Given the product [F:37][C:33]1[CH:34]=[C:35]2[C:30](=[CH:31][CH:32]=1)[N:29]([C:38]1[CH:43]=[CH:42][C:41]([CH3:44])=[CH:40][CH:39]=1)[C:28](=[O:45])[CH:27]([CH2:26][CH2:25][CH2:24][NH:2][CH3:1])[CH2:36]2, predict the reactants needed to synthesize it. The reactants are: [CH3:1][NH:2]CCCC1CC2C(=CC=CC=2)N(C2C=CC=CC=2)C1=O.Cl[CH2:24][CH2:25][CH2:26][CH:27]1[CH2:36][C:35]2[C:30](=[CH:31][CH:32]=[C:33]([F:37])[CH:34]=2)[N:29]([C:38]2[CH:43]=[CH:42][C:41]([CH3:44])=[CH:40][CH:39]=2)[C:28]1=[O:45].